This data is from Reaction yield outcomes from USPTO patents with 853,638 reactions. The task is: Predict the reaction yield, written as a fraction of the theoretical maximum amount of product (1.0 means a 100% yield; for example, 0.34 means a 34% yield). The reactants are [Br:1][C:2]1[CH:11]=[C:10]2[C:5]([C:6]([CH3:14])([CH3:13])[CH2:7][CH2:8][C:9]2=O)=[CH:4][C:3]=1[O:15][CH3:16].[CH3:17][Mg+].[Br-]. No catalyst specified. The product is [Br:1][C:2]1[CH:11]=[C:10]2[C:5](=[CH:4][C:3]=1[O:15][CH3:16])[C:6]([CH3:14])([CH3:13])[CH2:7][CH:8]=[C:9]2[CH3:17]. The yield is 0.940.